From a dataset of Full USPTO retrosynthesis dataset with 1.9M reactions from patents (1976-2016). Predict the reactants needed to synthesize the given product. (1) Given the product [CH3:26][N:21]1[CH2:20][CH:19]=[C:18]([C:16]2[N:15]=[CH:14][N:13]=[C:12]([NH:11][C:8]3[CH:9]=[C:10]4[C:5]([CH:4]=[CH:3][CH:2]=[N:1]4)=[CH:6][CH:7]=3)[CH:17]=2)[CH2:23][CH2:22]1, predict the reactants needed to synthesize it. The reactants are: [N:1]1[C:10]2[C:5](=[CH:6][CH:7]=[C:8]([NH:11][C:12]3[CH:17]=[C:16]([C:18]4[CH2:19][CH2:20][NH:21][CH2:22][CH:23]=4)[N:15]=[CH:14][N:13]=3)[CH:9]=2)[CH:4]=[CH:3][CH:2]=1.C=O.[C:26](O[BH-](OC(=O)C)OC(=O)C)(=O)C.[Na+]. (2) Given the product [C:1]([O:5][C:6](=[O:22])[N:7]([C@H:9]1[C@H:13]([C:14]2[CH:19]=[CH:18][C:17]([Cl:20])=[C:16]([Cl:21])[CH:15]=2)[CH2:12][N:11]([C:36](=[O:37])[C:35]2[CH:39]=[CH:40][C:32]([C:30]#[N:31])=[CH:33][CH:34]=2)[CH2:10]1)[CH3:8])([CH3:4])([CH3:2])[CH3:3], predict the reactants needed to synthesize it. The reactants are: [C:1]([O:5][C:6](=[O:22])[N:7]([C@H:9]1[C@H:13]([C:14]2[CH:19]=[CH:18][C:17]([Cl:20])=[C:16]([Cl:21])[CH:15]=2)[CH2:12][NH:11][CH2:10]1)[CH3:8])([CH3:4])([CH3:3])[CH3:2].C(N(CC)CC)C.[C:30]([C:32]1[CH:40]=[CH:39][C:35]([C:36](Cl)=[O:37])=[CH:34][CH:33]=1)#[N:31]. (3) Given the product [F:7][C:8]1[CH:9]=[C:10]([CH2:11][OH:12])[CH:16]=[C:17]([C:19]2[CH:24]=[N:23][C:22]([C:25]([F:27])([F:28])[F:26])=[CH:21][N:20]=2)[CH:18]=1, predict the reactants needed to synthesize it. The reactants are: [H-].[H-].[H-].[H-].[Li+].[Al+3].[F:7][C:8]1[CH:9]=[C:10]([CH:16]=[C:17]([C:19]2[CH:24]=[N:23][C:22]([C:25]([F:28])([F:27])[F:26])=[CH:21][N:20]=2)[CH:18]=1)[C:11](OCC)=[O:12]. (4) Given the product [CH3:16][C:14]1[N:15]=[C:11]([NH:10][C:7](=[O:9])[CH3:8])[S:12][C:13]=1[S:17](=[O:19])(=[O:18])[NH2:1], predict the reactants needed to synthesize it. The reactants are: [NH3:1].C1COCC1.[C:7]([NH:10][C:11]1[S:12][C:13]([S:17](Cl)(=[O:19])=[O:18])=[C:14]([CH3:16])[N:15]=1)(=[O:9])[CH3:8]. (5) Given the product [F:33][C:2]([F:1])([F:32])[C:3]1[CH:4]=[C:5]([C@H:13]([O:15][C@H:16]2[CH2:24][CH2:23][C@@H:22]3[C@@H:18]([CH2:19][N:20]([C:34]4[CH2:38][CH2:37][C:36](=[O:39])[CH:35]=4)[CH2:21]3)[C@@H:17]2[C:25]2[CH:26]=[CH:27][C:28]([F:31])=[CH:29][CH:30]=2)[CH3:14])[CH:6]=[C:7]([C:9]([F:12])([F:10])[F:11])[CH:8]=1, predict the reactants needed to synthesize it. The reactants are: [F:1][C:2]([F:33])([F:32])[C:3]1[CH:4]=[C:5]([C@H:13]([O:15][C@H:16]2[CH2:24][CH2:23][C@@H:22]3[C@@H:18]([CH2:19][NH:20][CH2:21]3)[C@@H:17]2[C:25]2[CH:30]=[CH:29][C:28]([F:31])=[CH:27][CH:26]=2)[CH3:14])[CH:6]=[C:7]([C:9]([F:12])([F:11])[F:10])[CH:8]=1.[C:34]1(=O)[CH2:38][CH2:37][C:36](=[O:39])[CH2:35]1.CC1C=CC(S(O)(=O)=O)=CC=1.